This data is from Reaction yield outcomes from USPTO patents with 853,638 reactions. The task is: Predict the reaction yield, written as a fraction of the theoretical maximum amount of product (1.0 means a 100% yield; for example, 0.34 means a 34% yield). The reactants are [CH3:1][C:2]([CH3:33])=[CH:3][CH2:4][CH2:5][C@:6]([OH:32])([C@@H:8]1[C@H:12]2[C@H:13]([OH:30])[CH2:14][C@@H:15]3[C@@:20]4([CH3:28])[CH2:21][CH2:22][C@@H:23]([OH:27])[C:24]([CH3:26])([CH3:25])[CH:19]4[CH2:18][CH2:17][C@@:16]3([CH3:29])[C@@:11]2([CH3:31])[CH2:10][CH2:9]1)[CH3:7].C(OC(=O)C)(=O)C. The catalyst is N1C=CC=CC=1. The product is [CH3:1][C:2]([CH3:33])=[CH:3][CH2:4][CH2:5][C@:6]([OH:32])([C@@H:8]1[C@H:12]2[C@H:13]([OH:30])[CH2:14][C@@H:15]3[C@@:20]4([CH3:28])[CH2:21][CH2:22][C@H:23]([OH:27])[C:24]([CH3:25])([CH3:26])[C@@H:19]4[CH2:18][CH2:17][C@@:16]3([CH3:29])[C@:11]2([CH3:31])[CH2:10][CH2:9]1)[CH3:7]. The yield is 0.600.